Dataset: Catalyst prediction with 721,799 reactions and 888 catalyst types from USPTO. Task: Predict which catalyst facilitates the given reaction. (1) Reactant: [CH2:1]1[C:9]2[C:8]3[CH:10]=[CH:11][CH:12]=[CH:13][C:7]=3[O:6][C:5]=2[CH2:4][CH2:3][CH:2]1[NH2:14].[C:15](Cl)(=[O:19])[CH:16](C)[CH3:17].[CH2:21](N(CC)CC)C. Product: [CH:1]1[C:9]2[C:8]3[CH2:10][CH2:11][CH2:12][CH2:13][C:7]=3[O:6][C:5]=2[CH:4]=[CH:3][C:2]=1[NH:14][C:15](=[O:19])[CH2:16][CH2:17][CH3:21]. The catalyst class is: 7. (2) The catalyst class is: 4. Reactant: FC(F)(F)C(O)=O.C(OC([N:15]1[CH2:21][CH2:20][C:19]2[C:22]([S:27][CH2:28][CH2:29][CH2:30][C:31]3[CH:32]=[C:33]4[C:37](=[CH:38][CH:39]=3)[NH:36][C:35](=[O:40])[C:34]4([CH3:42])[CH3:41])=[C:23]([Cl:26])[CH:24]=[CH:25][C:18]=2[CH2:17][CH2:16]1)=O)(C)(C)C. Product: [Cl:26][C:23]1[CH:24]=[CH:25][C:18]2[CH2:17][CH2:16][NH:15][CH2:21][CH2:20][C:19]=2[C:22]=1[S:27][CH2:28][CH2:29][CH2:30][C:31]1[CH:32]=[C:33]2[C:37](=[CH:38][CH:39]=1)[NH:36][C:35](=[O:40])[C:34]2([CH3:42])[CH3:41]. (3) Product: [C:1]([C:3]1[C:4]([C:19]([F:22])([F:21])[F:20])=[C:5]2[C:9](=[CH:10][CH:11]=1)[N:8]([C:12]([CH3:25])([CH3:17])[C:13]([O:15][CH3:16])=[O:14])[C:7]([CH3:18])=[CH:6]2)#[N:2]. Reactant: [C:1]([C:3]1[C:4]([C:19]([F:22])([F:21])[F:20])=[C:5]2[C:9](=[CH:10][CH:11]=1)[N:8]([CH:12]([CH3:17])[C:13]([O:15][CH3:16])=[O:14])[C:7]([CH3:18])=[CH:6]2)#[N:2].IC.[CH3:25]C([O-])(C)C.[K+]. The catalyst class is: 1. (4) Reactant: [CH2:1]([O:8][C:9]1[CH:10]=[CH:11][C:12](Br)=[C:13]([CH:16]=1)[CH:14]=[O:15])[C:2]1[CH:7]=[CH:6][CH:5]=[CH:4][CH:3]=1.[CH:18]([C:21]1[CH:22]=[CH:23][C:24]([O:30][CH3:31])=[C:25](B(O)O)[CH:26]=1)([CH3:20])[CH3:19].C(=O)([O-])[O-].[Cs+].[Cs+].C(OCC)(=O)C. Product: [CH2:1]([O:8][C:9]1[CH:16]=[C:13]([CH:14]=[O:15])[C:12]([C:25]2[CH:26]=[C:21]([CH:18]([CH3:20])[CH3:19])[CH:22]=[CH:23][C:24]=2[O:30][CH3:31])=[CH:11][CH:10]=1)[C:2]1[CH:7]=[CH:6][CH:5]=[CH:4][CH:3]=1. The catalyst class is: 12. (5) Reactant: [Br:1][C:2]1[C:3]([F:12])=[C:4]2[C:10]([NH2:11])=[CH:9][NH:8][C:5]2=[N:6][CH:7]=1.[CH3:13][C:14]1[CH:22]=[CH:21][C:17]([C:18](O)=[O:19])=[CH:16][N:15]=1.C1N(P(Cl)(N2C(=O)OCC2)=O)C(=O)OC1.C(N(CC)CC)C.[Li+].[OH-]. Product: [Br:1][C:2]1[C:3]([F:12])=[C:4]2[C:10]([NH:11][C:18](=[O:19])[C:17]3[CH:21]=[CH:22][C:14]([CH3:13])=[N:15][CH:16]=3)=[CH:9][NH:8][C:5]2=[N:6][CH:7]=1. The catalyst class is: 34. (6) The catalyst class is: 67. Product: [N:27]1[C:26]2[NH:30][CH:31]=[CH:32][C:25]=2[C:24]([NH:23][C@H:21]2[CH2:22][N:17]([C:13](=[O:16])[CH:14]=[CH2:15])[CH2:18][CH:19]([C:52]#[N:53])[CH2:20]2)=[N:29][CH:28]=1. Reactant: C(N1CCCC(C#N)C1)(=O)C=C.[C:13]([N:17]1[CH2:22][C@H:21]([NH:23][C:24]2[C:25]3[CH:32]=[CH:31][N:30](C(C4C=CC=CC=4)(C4C=CC=CC=4)C4C=CC=CC=4)[C:26]=3[N:27]=[CH:28][N:29]=2)[CH2:20][CH:19]([C:52]#[N:53])[CH2:18]1)(=[O:16])[CH:14]=[CH2:15]. (7) Reactant: [Br:1][C:2]1[CH:3]=[CH:4][C:5]2[N:6]([N:8]=[C:9]([NH2:11])[N:10]=2)[CH:7]=1.[C:12](O[C:12]([O:14][C:15]([CH3:18])([CH3:17])[CH3:16])=[O:13])([O:14][C:15]([CH3:18])([CH3:17])[CH3:16])=[O:13]. Product: [Br:1][C:2]1[CH:3]=[CH:4][C:5]2[N:6]([N:8]=[C:9]([N:11]([C:12]([O:14][C:15]([CH3:18])([CH3:17])[CH3:16])=[O:13])[C:12]([O:14][C:15]([CH3:18])([CH3:17])[CH3:16])=[O:13])[N:10]=2)[CH:7]=1. The catalyst class is: 251.